Dataset: Forward reaction prediction with 1.9M reactions from USPTO patents (1976-2016). Task: Predict the product of the given reaction. (1) Given the reactants CC(C)([O-])C.[K+].[CH3:7][CH:8]([C:14]([O:16][CH2:17][CH3:18])=[O:15])[C:9]([O:11][CH2:12][CH3:13])=[O:10].Cl[CH2:20][C:21]#[C:22][CH2:23][OH:24], predict the reaction product. The product is: [CH2:17]([O:16][C:14](=[O:15])[C:8]([CH2:20][C:21]#[C:22][CH2:23][OH:24])([CH3:7])[C:9]([O:11][CH2:12][CH3:13])=[O:10])[CH3:18]. (2) Given the reactants [CH2:1]([N:8]1[CH:12]=[C:11]([C:13]2[CH:14]=[C:15]3[C:19](=[CH:20][CH:21]=2)[N:18](C(OC(C)(C)C)=O)[N:17]=[C:16]3[NH:29][C:30](=[O:33])[CH2:31]Br)[N:10]=[N:9]1)[C:2]1[CH:7]=[CH:6][CH:5]=[CH:4][CH:3]=1.C([N:37]([CH:40]([CH3:42])[CH3:41])CC)(C)C.C1(N)CC1.Cl, predict the reaction product. The product is: [CH2:1]([N:8]1[CH:12]=[C:11]([C:13]2[CH:14]=[C:15]3[C:19](=[CH:20][CH:21]=2)[NH:18][N:17]=[C:16]3[NH:29][C:30](=[O:33])[CH2:31][NH:37][CH:40]2[CH2:42][CH2:41]2)[N:10]=[N:9]1)[C:2]1[CH:7]=[CH:6][CH:5]=[CH:4][CH:3]=1. (3) Given the reactants C(OC(C(O[C:21]([C:24]([O:30][C:31]([C:34]([C:37]([F:40])([F:39])[F:38])([F:36])[F:35])([F:33])[F:32])([C:26]([F:29])([F:28])[F:27])[F:25])([F:23])[F:22])(C(F)(F)F)F)=O)(C(F)(F)F)(C(F)(F)F)F.C(OC(C([O:59][C:60]([C:63]([O:69]C(C(C(F)(F)F)(F)F)(F)F)([C:65]([F:68])([F:67])[F:66])[F:64])([F:62])F)(C(F)(F)F)F)=O)(C(F)(F)F)C(F)(F)F.[F-].[Na+].[F-].[K+], predict the reaction product. The product is: [F:62][C:60]([C:63]([O:69][C:21]([C:24]([O:30][C:31]([C:34]([C:37]([F:38])([F:39])[F:40])([F:35])[F:36])([F:32])[F:33])([C:26]([F:29])([F:28])[F:27])[F:25])([F:23])[F:22])([C:65]([F:68])([F:67])[F:66])[F:64])=[O:59]. (4) The product is: [CH3:10][O:11][C:12]1[CH:13]=[C:14]([CH:15]=[CH:16][C:17]=1[O:18][CH3:19])[O:20][CH:2]([CH2:6][CH2:7][CH2:8][CH3:9])[C:3]([OH:5])=[O:4].[CH3:10][O:11][C:12]1[CH:13]=[C:14]([CH:15]=[CH:16][C:17]=1[O:18][CH3:19])[O:20][CH:2]([CH2:6][CH2:7][CH2:8][CH3:9])[C:3]([NH:21][C:22]1[S:23][CH:24]=[CH:25][N:26]=1)=[O:5]. Given the reactants Br[CH:2]([CH2:6][CH2:7][CH2:8][CH3:9])[C:3]([OH:5])=[O:4].[CH3:10][O:11][C:12]1[CH:13]=[C:14]([OH:20])[CH:15]=[CH:16][C:17]=1[O:18][CH3:19].[NH2:21][C:22]1[S:23][CH:24]=[CH:25][N:26]=1, predict the reaction product. (5) Given the reactants [CH3:1][O:2][C:3]1[CH:42]=[C:41]([O:43][CH3:44])[CH:40]=[CH:39][C:4]=1[CH2:5][NH:6][CH:7]([CH2:21][CH2:22][CH2:23][C:24]1[CH:29]=[CH:28][C:27]([O:30][CH2:31][C@@H:32]2[CH2:36][O:35]C(C)(C)[O:33]2)=[CH:26][CH:25]=1)[CH2:8][NH:9][C:10]([C:12]1[C:17]([NH2:18])=[N:16][C:15]([NH2:19])=[C:14]([Cl:20])[N:13]=1)=[O:11].C(O)(C(F)(F)F)=O, predict the reaction product. The product is: [OH:33][C@@H:32]([CH2:36][OH:35])[CH2:31][O:30][C:27]1[CH:26]=[CH:25][C:24]([CH2:23][CH2:22][CH2:21][CH:7]([NH:6][CH2:5][C:4]2[CH:39]=[CH:40][C:41]([O:43][CH3:44])=[CH:42][C:3]=2[O:2][CH3:1])[CH2:8][NH:9][C:10]([C:12]2[C:17]([NH2:18])=[N:16][C:15]([NH2:19])=[C:14]([Cl:20])[N:13]=2)=[O:11])=[CH:29][CH:28]=1. (6) Given the reactants [CH3:1][O:2][C:3]1[CH:9]=[CH:8][C:6]([NH2:7])=[CH:5][CH:4]=1.[I-].[Li+].[NH:12]([C:16]1[CH:25]=[C:24]2[C:19]([C:20]([CH2:27][C:28]3[CH:33]=[CH:32][N:31]=[CH:30][CH:29]=3)=[N:21][N:22]=[C:23]2[Cl:26])=[CH:18][CH:17]=1)[C:13]([CH3:15])=[O:14], predict the reaction product. The product is: [ClH:26].[NH:12]([C:16]1[CH:25]=[C:24]2[C:19]([C:20]([CH2:27][C:28]3[CH:29]=[CH:30][N:31]=[CH:32][CH:33]=3)=[N:21][N:22]=[C:23]2[NH:7][C:6]2[CH:8]=[CH:9][C:3]([O:2][CH3:1])=[CH:4][CH:5]=2)=[CH:18][CH:17]=1)[C:13]([CH3:15])=[O:14]. (7) Given the reactants Br[CH2:2][C:3]1[CH:10]=[CH:9][C:6]([C:7]#[N:8])=[CH:5][CH:4]=1.[F:11][C:12]1[CH:13]=[C:14]([OH:18])[CH:15]=[CH:16][CH:17]=1, predict the reaction product. The product is: [F:11][C:12]1[CH:13]=[C:14]([CH:15]=[CH:16][CH:17]=1)[O:18][CH2:2][C:3]1[CH:10]=[CH:9][C:6]([C:7]#[N:8])=[CH:5][CH:4]=1. (8) Given the reactants [CH2:1]([N:8]1[C:16]2[C:11](=[CH:12][C:13](Br)=[CH:14][CH:15]=2)[CH:10]=[CH:9]1)[C:2]1[CH:7]=[CH:6][CH:5]=[CH:4][CH:3]=1.[F:18][C:19]([F:34])([F:33])[C:20]1[CH:21]=[C:22](B(O)O)[CH:23]=[C:24]([C:26]([F:29])([F:28])[F:27])[CH:25]=1.ClCCl.C(=O)([O-])[O-].[K+].[K+], predict the reaction product. The product is: [CH2:1]([N:8]1[C:16]2[C:11](=[CH:12][C:13]([C:22]3[CH:23]=[C:24]([C:26]([F:29])([F:27])[F:28])[CH:25]=[C:20]([C:19]([F:18])([F:34])[F:33])[CH:21]=3)=[CH:14][CH:15]=2)[CH:10]=[CH:9]1)[C:2]1[CH:7]=[CH:6][CH:5]=[CH:4][CH:3]=1. (9) Given the reactants [CH3:1][C:2]([C:4]([NH:6][CH2:7][CH2:8][CH2:9][N+:10]([CH3:13])([CH3:12])[CH3:11])=[O:5])=[CH2:3].[Cl-:14].O.[CH:16]([OH:19])([CH3:18])C, predict the reaction product. The product is: [CH3:3][C:2]([C:4]([NH:6][CH2:7][CH2:8][CH2:9][N+:10]([CH3:13])([CH3:11])[CH3:12])=[O:5])=[CH2:1].[Cl-:14].[CH:4]([N:6]1[CH2:7][CH2:8][CH2:18][C:16]1=[O:19])=[CH2:2]. (10) Given the reactants [O:1]1[C:9]2[CH2:8][CH2:7][NH:6][CH2:5][C:4]=2[C:3]([C:10]([O:12][CH2:13][CH3:14])=[O:11])=[N:2]1.[Cl:15][C:16]1[CH:21]=[CH:20][C:19]([N:22]=[C:23]=[O:24])=[CH:18][C:17]=1[Cl:25], predict the reaction product. The product is: [Cl:25][C:17]1[CH:18]=[C:19]([NH:22][C:23]([N:6]2[CH2:7][CH2:8][C:9]3[O:1][N:2]=[C:3]([C:10]([O:12][CH2:13][CH3:14])=[O:11])[C:4]=3[CH2:5]2)=[O:24])[CH:20]=[CH:21][C:16]=1[Cl:15].